From a dataset of Forward reaction prediction with 1.9M reactions from USPTO patents (1976-2016). Predict the product of the given reaction. Given the reactants [CH2:1]([O:3][C:4](=[O:28])[CH2:5][C:6]1[CH:11]=[CH:10][C:9]([O:12][CH3:13])=[C:8]([O:14][C:15]2[CH:20]=[CH:19][C:18]([NH2:21])=[CH:17][C:16]=2[CH2:22][S:23][C:24]([CH3:27])([CH3:26])[CH3:25])[CH:7]=1)[CH3:2].[F:29][C:30]1[CH:38]=[CH:37][CH:36]=[CH:35][C:31]=1[C:32](Cl)=[O:33], predict the reaction product. The product is: [CH2:1]([O:3][C:4](=[O:28])[CH2:5][C:6]1[CH:11]=[CH:10][C:9]([O:12][CH3:13])=[C:8]([O:14][C:15]2[CH:20]=[CH:19][C:18]([NH:21][C:32](=[O:33])[C:31]3[CH:35]=[CH:36][CH:37]=[CH:38][C:30]=3[F:29])=[CH:17][C:16]=2[CH2:22][S:23][C:24]([CH3:27])([CH3:26])[CH3:25])[CH:7]=1)[CH3:2].